Predict the reaction yield, written as a fraction of the theoretical maximum amount of product (1.0 means a 100% yield; for example, 0.34 means a 34% yield). From a dataset of Reaction yield outcomes from USPTO patents with 853,638 reactions. (1) The product is [F:35][C:33]([F:34])([F:36])[C:30]1[N:28]2[N:29]=[C:24]([N:20]3[CH2:21][CH2:22][N:17]([C:14]4[CH:13]=[CH:12][C:11]([OH:10])=[CH:16][CH:15]=4)[CH2:18][CH2:19]3)[CH:25]=[CH:26][C:27]2=[N:32][N:31]=1. The yield is 0.990. The reactants are CCN(C(C)C)C(C)C.[OH:10][C:11]1[CH:16]=[CH:15][C:14]([N:17]2[CH2:22][CH2:21][NH:20][CH2:19][CH2:18]2)=[CH:13][CH:12]=1.Cl[C:24]1[CH:25]=[CH:26][C:27]2[N:28]([C:30]([C:33]([F:36])([F:35])[F:34])=[N:31][N:32]=2)[N:29]=1. The catalyst is CN(C=O)C. (2) The reactants are [F:1][C:2]([F:12])([F:11])[C:3]1[CH:10]=[CH:9][C:6]([CH:7]=[O:8])=[CH:5][CH:4]=1.C(N(CC)CC)C.[CH3:20][C:21](=[O:24])[CH:22]=[CH2:23]. The catalyst is C(O)C.[Br-].C([N+]1C(C)=C(CCO)SC=1)C. The product is [F:1][C:2]([F:11])([F:12])[C:3]1[CH:10]=[CH:9][C:6]([C:7](=[O:8])[CH2:23][CH2:22][C:21](=[O:24])[CH3:20])=[CH:5][CH:4]=1. The yield is 0.592.